This data is from Reaction yield outcomes from USPTO patents with 853,638 reactions. The task is: Predict the reaction yield, written as a fraction of the theoretical maximum amount of product (1.0 means a 100% yield; for example, 0.34 means a 34% yield). (1) The reactants are [CH3:1][O:2][C:3]1[CH:4]=[C:5]2[C:10](=[CH:11][C:12]=1[O:13][CH3:14])[N:9]=[CH:8][CH:7]=[C:6]2[O:15][C:16]1[CH:22]=[CH:21][C:19]([NH2:20])=[CH:18][CH:17]=1.C1(C)C=CC=CC=1.C(N(CC)CC)C.Cl[C:38](Cl)([O:40]C(=O)OC(Cl)(Cl)Cl)Cl.[F:49][C:50]1[CH:51]=[C:52]([CH:56]=[CH:57][CH:58]=1)[CH:53]([OH:55])[CH3:54]. The catalyst is C(Cl)Cl. The product is [CH3:1][O:2][C:3]1[CH:4]=[C:5]2[C:10](=[CH:11][C:12]=1[O:13][CH3:14])[N:9]=[CH:8][CH:7]=[C:6]2[O:15][C:16]1[CH:22]=[CH:21][C:19]([NH:20][C:38](=[O:40])[O:55][CH:53]([C:52]2[CH:56]=[CH:57][CH:58]=[C:50]([F:49])[CH:51]=2)[CH3:54])=[CH:18][CH:17]=1. The yield is 0.680. (2) The reactants are C([O:4][CH2:5][C:6]1[C:14]([CH2:15][C@@H:16]([CH2:22][C:23]([O:25][CH2:26]C)=[O:24])[C:17]([O:19][CH2:20]C)=[O:18])=[CH:13][C:12]([Br:28])=[C:11]2[C:7]=1[C:8]([Br:29])=[N:9][NH:10]2)(=O)C.C[O-].[Mg+2].C[O-]. The catalyst is CO. The product is [Br:29][C:8]1[C:7]2[C:11](=[C:12]([Br:28])[CH:13]=[C:14]([CH2:15][C@@H:16]([CH2:22][C:23]([O:25][CH3:26])=[O:24])[C:17]([O:19][CH3:20])=[O:18])[C:6]=2[CH2:5][OH:4])[NH:10][N:9]=1. The yield is 0.990. (3) The reactants are [CH3:1][N:2]([CH3:26])[C:3]1[CH:4]=[CH:5][CH:6]=[C:7]2[C:12]=1[CH:11]=[C:10]1[CH2:13][C:14]([CH2:18][OH:19])([CH2:16][OH:17])[CH2:15][C:9]1=[C:8]2[C:20](=[O:25])[C:21]([CH3:24])([CH3:23])[CH3:22].[CH2:36]1[CH2:41][CH2:40][CH:39](N=C=N[CH:36]2[CH2:41][CH2:40][CH2:39][CH2:38][CH2:37]2)[CH2:38][CH2:37]1.[C:42]([OH:54])(=O)[CH2:43][CH2:44][CH2:45][CH2:46][CH2:47][CH2:48][CH2:49][CH2:50][CH:51]=[CH2:52]. The catalyst is CN(C1C=CN=CC=1)C.C1COCC1. The product is [C:42]([O:19][CH2:18][C:14]1([CH2:16][O:17][C:16](=[O:17])[CH2:14][CH2:13][CH2:10][CH2:9][CH2:37][CH2:38][CH2:39][CH2:40][CH:41]=[CH2:36])[CH2:13][C:10]2=[CH:11][C:12]3[C:7]([C:8]([C:20](=[O:25])[C:21]([CH3:23])([CH3:22])[CH3:24])=[C:9]2[CH2:15]1)=[CH:6][CH:5]=[CH:4][C:3]=3[N:2]([CH3:1])[CH3:26])(=[O:54])[CH2:43][CH2:44][CH2:45][CH2:46][CH2:47][CH2:48][CH2:49][CH2:50][CH:51]=[CH2:52]. The yield is 0.310. (4) The reactants are [CH3:1][C:2]([CH3:29])([CH3:28])[CH2:3][C:4]1[CH:8]=[C:7]([NH:9][C:10]2[N:20]=[CH:19][CH:18]=[CH:17][C:11]=2[C:12]([O:14]CC)=[O:13])[N:6]([C:21]2[CH:26]=[CH:25][CH:24]=[CH:23][C:22]=2[CH3:27])[N:5]=1.O.[OH-].[Li+].Cl. The catalyst is C(O)C.C1COCC1.O. The product is [CH3:1][C:2]([CH3:29])([CH3:28])[CH2:3][C:4]1[CH:8]=[C:7]([NH:9][C:10]2[N:20]=[CH:19][CH:18]=[CH:17][C:11]=2[C:12]([OH:14])=[O:13])[N:6]([C:21]2[CH:26]=[CH:25][CH:24]=[CH:23][C:22]=2[CH3:27])[N:5]=1. The yield is 0.970. (5) The reactants are [F:1][C:2]1[CH:3]=[CH:4][C:5]([C:8]2[C:12](/[CH:13]=[CH:14]/[C:15]3[S:16][C:17]([C:21]([OH:23])=O)=[C:18]([CH3:20])[N:19]=3)=[C:11]([CH3:24])[O:10][N:9]=2)=[N:6][CH:7]=1.[NH2:25][CH2:26][CH:27]1[CH2:29][CH2:28]1. No catalyst specified. The product is [CH:27]1([CH2:26][NH:25][C:21]([C:17]2[S:16][C:15](/[CH:14]=[CH:13]/[C:12]3[C:8]([C:5]4[CH:4]=[CH:3][C:2]([F:1])=[CH:7][N:6]=4)=[N:9][O:10][C:11]=3[CH3:24])=[N:19][C:18]=2[CH3:20])=[O:23])[CH2:29][CH2:28]1. The yield is 0.670. (6) The reactants are [CH:1]([C:3]1([CH2:16][O:17][CH3:18])[CH2:8][CH2:7][N:6]([C:9]([O:11][C:12]([CH3:15])([CH3:14])[CH3:13])=[O:10])[CH2:5][CH2:4]1)=O.C(O)(=O)C.[C:23]1([C@@H:29]2[CH2:31][C@H:30]2[NH2:32])[CH:28]=[CH:27][CH:26]=[CH:25][CH:24]=1.C(O[BH-](OC(=O)C)OC(=O)C)(=O)C.[Na+]. The catalyst is ClCCCl.C(Cl)Cl. The product is [CH3:18][O:17][CH2:16][C:3]1([CH2:1][NH:32][C@@H:30]2[CH2:31][C@H:29]2[C:23]2[CH:28]=[CH:27][CH:26]=[CH:25][CH:24]=2)[CH2:8][CH2:7][N:6]([C:9]([O:11][C:12]([CH3:15])([CH3:14])[CH3:13])=[O:10])[CH2:5][CH2:4]1. The yield is 0.910.